Dataset: Reaction yield outcomes from USPTO patents with 853,638 reactions. Task: Predict the reaction yield, written as a fraction of the theoretical maximum amount of product (1.0 means a 100% yield; for example, 0.34 means a 34% yield). (1) The product is [CH2:8]([N:6]1[C:5](=[O:13])[CH:4]=[CH:3][C:2]([C:23]2[CH:24]=[C:19]([NH:18][S:15]([CH3:14])(=[O:16])=[O:17])[CH:20]=[CH:21][CH:22]=2)=[CH:7]1)[CH2:9][CH:10]([CH3:12])[CH3:11]. The yield is 0.770. No catalyst specified. The reactants are Br[C:2]1[CH:3]=[CH:4][C:5](=[O:13])[N:6]([CH2:8][CH2:9][CH:10]([CH3:12])[CH3:11])[CH:7]=1.[CH3:14][S:15]([NH:18][C:19]1[CH:20]=[C:21](B(O)O)[CH:22]=[CH:23][CH:24]=1)(=[O:17])=[O:16]. (2) The reactants are [O:1]=[C:2]1[N:8]2[CH2:9][C@@H:4]([CH2:5][CH2:6][C@H:7]2[C:10]([NH:12][NH:13][C:14]([CH:16]2[CH2:21][CH2:20][N:19](C(OC(C)(C)C)=O)[CH2:18][CH2:17]2)=[O:15])=[O:11])[N:3]1[O:29][S:30]([OH:33])(=[O:32])=[O:31].[NH+]1C=CC=CC=1.FC(F)(F)C(O)=O. No catalyst specified. The product is [O:1]=[C:2]1[N:8]2[CH2:9][C@@H:4]([CH2:5][CH2:6][C@H:7]2[C:10]([NH:12][NH:13][C:14]([CH:16]2[CH2:17][CH2:18][NH:19][CH2:20][CH2:21]2)=[O:15])=[O:11])[N:3]1[O:29][S:30]([OH:33])(=[O:32])=[O:31]. The yield is 0.372.